Dataset: Catalyst prediction with 721,799 reactions and 888 catalyst types from USPTO. Task: Predict which catalyst facilitates the given reaction. (1) Reactant: [C:1]([O:4][C@@H:5]1[CH2:9][CH2:8][CH2:7][C@H:6]1[N:10]([CH2:12][C:13]1[N:18]([CH2:19][CH2:20][C:21]2[CH:33]=[CH:32][C:24]([C:25]([O:27]C(C)(C)C)=[O:26])=[CH:23][CH:22]=2)[C:17](=[O:34])[C:16]([Cl:35])=[CH:15][C:14]=1[Cl:36])[CH3:11])(=[O:3])[CH3:2].[F:37][C:38]([F:43])([F:42])[C:39]([OH:41])=[O:40]. Product: [F:37][C:38]([F:43])([F:42])[C:39]([OH:41])=[O:40].[C:1]([O:4][C@@H:5]1[CH2:9][CH2:8][CH2:7][C@H:6]1[N:10]([CH2:12][C:13]1[N:18]([CH2:19][CH2:20][C:21]2[CH:22]=[CH:23][C:24]([C:25]([OH:27])=[O:26])=[CH:32][CH:33]=2)[C:17](=[O:34])[C:16]([Cl:35])=[CH:15][C:14]=1[Cl:36])[CH3:11])(=[O:3])[CH3:2]. The catalyst class is: 2. (2) Reactant: [CH:1]1[C:10]2[C:5](=[CH:6][CH:7]=[CH:8][CH:9]=2)[CH:4]=[CH:3][C:2]=1[CH2:11][C:12]([NH2:14])=[O:13].I[C:16]1[N:17]=[CH:18][N:19]2[CH:23]=[CH:22][S:21][C:20]=12.P([O-])([O-])([O-])=O.[K+].[K+].[K+]. Product: [S:21]1[CH:22]=[CH:23][N:19]2[CH:18]=[N:17][C:16]([NH:14][C:12](=[O:13])[CH2:11][C:2]3[CH:3]=[CH:4][C:5]4[C:10](=[CH:9][CH:8]=[CH:7][CH:6]=4)[CH:1]=3)=[C:20]12. The catalyst class is: 205. (3) Reactant: [CH2:1]=[C:2]1[CH2:7][CH2:6][C@H:5]2[C@H:8]3[C@H:18]([CH2:19][CH2:20][C@:3]12[CH3:4])[C@:16]1([CH3:17])[C:11](=[CH:12][C:13](=[O:21])[CH2:14][CH2:15]1)[CH2:10][CH2:9]3.[CH3:22]OC(OC)(C)C.CO.C1(C)C=CC(S(O)(=O)=O)=CC=1. Product: [CH3:22][O:21][C:13]1[CH2:14][CH2:15][C@@:16]2([CH3:17])[C:11](=[CH:10][CH2:9][C@@H:8]3[C@@H:18]2[CH2:19][CH2:20][C@@:3]2([CH3:4])[C@H:5]3[CH2:6][CH2:7][C:2]2=[CH2:1])[CH:12]=1. The catalyst class is: 3. (4) Reactant: CO[C:3]([C:5]1([CH2:12][C:13]2[CH:18]=[CH:17][C:16]([Cl:19])=[CH:15][CH:14]=2)[CH2:9][CH2:8][CH:7]([CH3:10])[C:6]1=[O:11])=[O:4].[CH2:20]=[O:21].[C:22](=O)([O-])[O-:23].[K+].[K+]. Product: [CH3:20][O:21][C:3]([C:5]1([CH2:12][C:13]2[CH:14]=[CH:15][C:16]([Cl:19])=[CH:17][CH:18]=2)[CH2:9][CH2:8][C:7]([CH3:10])([CH2:22][OH:23])[C:6]1=[O:11])=[O:4]. The catalyst class is: 6.